The task is: Predict which catalyst facilitates the given reaction.. This data is from Catalyst prediction with 721,799 reactions and 888 catalyst types from USPTO. (1) Reactant: [F:1][C:2]([F:22])([F:21])[C:3]1[CH:8]=[CH:7][C:6]([S:9]([NH:12][CH2:13][C:14]([O:16][C:17]([CH3:20])([CH3:19])[CH3:18])=[O:15])(=[O:11])=[O:10])=[CH:5][CH:4]=1.C(P(CCCC)CCCC)CCC.[CH:36]1([CH:39](O)[C:40]#[CH:41])[CH2:38][CH2:37]1.N(C(OC(C)C)=O)=NC(OC(C)C)=O. Product: [CH:36]1([CH:39]([N:12]([CH2:13][C:14]([O:16][C:17]([CH3:18])([CH3:19])[CH3:20])=[O:15])[S:9]([C:6]2[CH:5]=[CH:4][C:3]([C:2]([F:1])([F:21])[F:22])=[CH:8][CH:7]=2)(=[O:10])=[O:11])[C:40]#[CH:41])[CH2:38][CH2:37]1. The catalyst class is: 1. (2) The catalyst class is: 9. Product: [N:12]1[S:13][CH:14]=[C:15]2[C:20]([O:21][C:3]3[CH:4]=[CH:5][C:6]([NH2:8])=[CH:7][C:2]=3[Cl:1])=[CH:19][CH:18]=[CH:17][C:16]=12. Reactant: [Cl:1][C:2]1[CH:7]=[C:6]([N+:8]([O-])=O)[CH:5]=[CH:4][C:3]=1F.[N:12]1[S:13][CH:14]=[C:15]2[C:20]([OH:21])=[CH:19][CH:18]=[CH:17][C:16]=12.C(=O)([O-])[O-].[K+].[K+].O. (3) Reactant: [NH2:1][C:2]1[N:10]=[C:9]2[C:5]([N:6]=[C:7]([C:11]3[CH:16]=[CH:15][C:14]([F:17])=[CH:13][CH:12]=3)[NH:8]2)=[C:4]([N:18]2[CH2:23][CH2:22][N:21]([C:24](=[O:34])[CH2:25][O:26][C:27]3[CH:32]=[CH:31][C:30]([Cl:33])=[CH:29][CH:28]=3)[CH2:20][CH2:19]2)[N:3]=1.[C:35](=O)([O-])[O-].[K+].[K+].CI. Product: [NH2:1][C:2]1[N:10]=[C:9]2[C:5]([N:6]=[C:7]([C:11]3[CH:16]=[CH:15][C:14]([F:17])=[CH:13][CH:12]=3)[N:8]2[CH3:35])=[C:4]([N:18]2[CH2:23][CH2:22][N:21]([C:24](=[O:34])[CH2:25][O:26][C:27]3[CH:32]=[CH:31][C:30]([Cl:33])=[CH:29][CH:28]=3)[CH2:20][CH2:19]2)[N:3]=1. The catalyst class is: 3. (4) Reactant: [Si:1]([O:18][CH:19]1[CH2:22][CH:21]([C:23](N(OC)C)=[O:24])[CH2:20]1)([C:14]([CH3:17])([CH3:16])[CH3:15])([C:8]1[CH:13]=[CH:12][CH:11]=[CH:10][CH:9]=1)[C:2]1[CH:7]=[CH:6][CH:5]=[CH:4][CH:3]=1.[CH3:29][Mg]I.N#N. Product: [Si:1]([O:18][CH:19]1[CH2:20][CH:21]([C:23](=[O:24])[CH3:29])[CH2:22]1)([C:14]([CH3:17])([CH3:15])[CH3:16])([C:8]1[CH:13]=[CH:12][CH:11]=[CH:10][CH:9]=1)[C:2]1[CH:3]=[CH:4][CH:5]=[CH:6][CH:7]=1. The catalyst class is: 28. (5) Reactant: [I:1][C:2]1[CH:3]=[C:4]([OH:8])[CH:5]=[CH:6][CH:7]=1.[Cl-].[Mg+2].[Cl-].C(N(CC)CC)C.[CH2:19]=[O:20].[Cl-].[NH4+]. Product: [I:1][C:2]1[CH:7]=[CH:6][C:5]([CH:19]=[O:20])=[C:4]([OH:8])[CH:3]=1. The catalyst class is: 10. (6) Reactant: Cl.[CH3:2][C@@H:3]1[C@@H:42]([OH:43])[C@@H:41]([CH3:44])[C@H:40]([CH3:45])[O:39][C:37](=[O:38])[CH2:36][C@H:35]([OH:46])[CH2:34][C@H:33]([OH:47])[CH2:32][CH2:31][C@@H:30]([OH:48])[C@H:29]([OH:49])[CH2:28][C@H:27]([OH:50])[CH2:26][C@@:24]2([OH:51])[O:25][C@H:20]([C@H:21]([C:53]([OH:55])=[O:54])[C@@H:22]([OH:52])[CH2:23]2)[CH2:19][C@@H:18]([O:56][C@@H:57]2[O:62][C@H:61]([CH3:63])[C@@H:60]([OH:64])[C@H:59]([NH2:65])[C@@H:58]2[OH:66])[CH:17]=[CH:16][CH:15]=[CH:14][CH:13]=[CH:12][CH:11]=[CH:10][CH:9]=[CH:8][CH:7]=[CH:6][CH:5]=[CH:4]1.[CH3:67][CH2:68][CH2:69][CH2:70][CH2:71][CH2:72][CH2:73][CH2:74][CH2:75][CH2:76][CH2:77][CH2:78][CH2:79][CH2:80][CH2:81][CH2:82][CH2:83][C:84]([O:86][CH2:87][CH:88]([O:100][C:101]([CH2:103][CH2:104][CH2:105][CH2:106][CH2:107][CH2:108][CH2:109][CH2:110][CH2:111][CH2:112][CH2:113][CH2:114][CH2:115][CH2:116][CH2:117][CH2:118][CH3:119])=[O:102])[CH2:89][O:90][P:91]([O:94][CH2:95][CH:96]([OH:99])[CH2:97][OH:98])([OH:93])=[O:92])=[O:85]. Product: [CH3:2][C@@H:3]1[C@@H:42]([OH:43])[C@@H:41]([CH3:44])[C@H:40]([CH3:45])[O:39][C:37](=[O:38])[CH2:36][C@H:35]([OH:46])[CH2:34][C@H:33]([OH:47])[CH2:32][CH2:31][C@@H:30]([OH:48])[C@H:29]([OH:49])[CH2:28][C@H:27]([OH:50])[CH2:26][C@@:24]2([OH:51])[O:25][C@H:20]([C@H:21]([C:53]([OH:55])=[O:54])[C@@H:22]([OH:52])[CH2:23]2)[CH2:19][C@@H:18]([O:56][C@@H:57]2[O:62][C@H:61]([CH3:63])[C@@H:60]([OH:64])[C@H:59]([NH2:65])[C@@H:58]2[OH:66])[CH:17]=[CH:16][CH:15]=[CH:14][CH:13]=[CH:12][CH:11]=[CH:10][CH:9]=[CH:8][CH:7]=[CH:6][CH:5]=[CH:4]1.[CH3:67][CH2:68][CH2:69][CH2:70][CH2:71][CH2:72][CH2:73][CH2:74][CH2:75][CH2:76][CH2:77][CH2:78][CH2:79][CH2:80][CH2:81][CH2:82][CH2:83][C:84]([O:86][CH2:87][CH:88]([O:100][C:101]([CH2:103][CH2:104][CH2:105][CH2:106][CH2:107][CH2:108][CH2:109][CH2:110][CH2:111][CH2:112][CH2:113][CH2:114][CH2:115][CH2:116][CH2:117][CH2:118][CH3:119])=[O:102])[CH2:89][O:90][P:91]([O:94][CH2:95][CH:96]([OH:99])[CH2:97][OH:98])([OH:93])=[O:92])=[O:85]. The catalyst class is: 147. (7) Reactant: [CH2:1]([O:3][C:4](=[O:32])[CH2:5][CH2:6][CH2:7][CH2:8][N:9]([CH2:21][C:22]1[CH:31]=[CH:30][C:25]([C:26]([O:28][CH3:29])=[O:27])=[CH:24][CH:23]=1)[CH2:10][CH2:11][C:12]1[CH:17]=[C:16]([F:18])[CH:15]=[CH:14][C:13]=1[O:19]C)C.B(Br)(Br)Br.CO. Product: [CH3:1][O:3][C:4](=[O:32])[CH2:5][CH2:6][CH2:7][CH2:8][N:9]([CH2:21][C:22]1[CH:31]=[CH:30][C:25]([C:26]([O:28][CH3:29])=[O:27])=[CH:24][CH:23]=1)[CH2:10][CH2:11][C:12]1[CH:17]=[C:16]([F:18])[CH:15]=[CH:14][C:13]=1[OH:19]. The catalyst class is: 4. (8) Reactant: [Cl:1][C:2]1[CH:33]=[CH:32][C:5]([C:6]2[C:11](C3C=CC4C(=CC=C(C(O)=O)C=4)N=3)=[CH:10][C:9]([C:25]([N:27]3[CH2:31][CH2:30][CH2:29][CH2:28]3)=[O:26])=[CH:8][CH:7]=2)=[CH:4][CH:3]=1.CN(C(O[N:42]1N=[N:49][C:44]2[CH:45]=[CH:46][CH:47]=[CH:48][C:43]1=2)=[N+](C)C)C.F[P-](F)(F)(F)(F)F.CCN(C(C)C)C(C)C.[CH:67]1(NC2C(N)=CC=CC=2)[CH2:72][CH2:71][CH2:70][CH2:69][CH2:68]1.C(O[C:84](=O)[C:85]1[CH:90]=[CH:89][C:88]([NH:91][CH:92]2[CH2:97][CH2:96]CCC2)=[C:87](N)[CH:86]=1)C.ClC1C=CC=CC=1[N+]([O-])=O. Product: [Cl:1][C:2]1[CH:3]=[CH:4][C:5]([C:6]2[CH:7]=[CH:8][C:9]([C:25]([N:27]3[CH2:31][CH2:30][CH2:29][CH2:28]3)=[O:26])=[CH:10][C:11]=2[C:92]2[CH:97]=[CH:96][C:87]3[C:88](=[CH:89][CH:90]=[C:85]([C:84]4[N:42]([CH:67]5[CH2:72][CH2:71][CH2:70][CH2:69][CH2:68]5)[C:43]5[CH:48]=[CH:47][CH:46]=[CH:45][C:44]=5[N:49]=4)[CH:86]=3)[N:91]=2)=[CH:32][CH:33]=1. The catalyst class is: 3. (9) Reactant: [Cl:1][C:2]1[CH:3]=[C:4]([C@@H:8]2[C@@H:13]([C:14]3[CH:19]=[CH:18][C:17]([Cl:20])=[CH:16][CH:15]=3)[N:12]([C@@H:21]([CH:24]3[CH2:26][CH2:25]3)[CH2:22]O)[C:11](=[O:27])[C@:10]([CH2:29][C:30]([O:32][CH3:33])=[O:31])([CH3:28])[CH2:9]2)[CH:5]=[CH:6][CH:7]=1.C(C=P(CCCC)(CCCC)CCCC)#N.[S:50]1[CH:54]=[CH:53][CH:52]=[C:51]1[S:55]([NH2:58])(=[O:57])=[O:56]. Product: [Cl:1][C:2]1[CH:3]=[C:4]([C@@H:8]2[C@@H:13]([C:14]3[CH:19]=[CH:18][C:17]([Cl:20])=[CH:16][CH:15]=3)[N:12]([C@@H:21]([CH:24]3[CH2:25][CH2:26]3)[CH2:22][NH:58][S:55]([C:51]3[S:50][CH:54]=[CH:53][CH:52]=3)(=[O:57])=[O:56])[C:11](=[O:27])[C@:10]([CH2:29][C:30]([O:32][CH3:33])=[O:31])([CH3:28])[CH2:9]2)[CH:5]=[CH:6][CH:7]=1. The catalyst class is: 11. (10) The catalyst class is: 88. Product: [OH:13][CH:7]([C:14]1[C:15]2[C:19]([CH:20]=[CH:21][CH:22]=1)=[N:18][N:17]([C:23]([C:30]1[CH:35]=[CH:34][CH:33]=[CH:32][CH:31]=1)([C:24]1[CH:25]=[CH:26][CH:27]=[CH:28][CH:29]=1)[C:36]1[CH:37]=[CH:38][CH:39]=[CH:40][CH:41]=1)[CH:16]=2)[CH2:8][N:9]([CH2:10][CH2:11][CH3:12])[C@@H:4]([CH3:3])[CH2:5][OH:6]. Reactant: [BH4-].[Na+].[CH3:3][C@@H:4]1[N:9]([CH2:10][CH2:11][CH3:12])[CH2:8][C:7]([C:14]2[C:15]3[C:19]([CH:20]=[CH:21][CH:22]=2)=[N:18][N:17]([C:23]([C:36]2[CH:41]=[CH:40][CH:39]=[CH:38][CH:37]=2)([C:30]2[CH:35]=[CH:34][CH:33]=[CH:32][CH:31]=2)[C:24]2[CH:29]=[CH:28][CH:27]=[CH:26][CH:25]=2)[CH:16]=3)([OH:13])[O:6][CH2:5]1.